Predict which catalyst facilitates the given reaction. From a dataset of Catalyst prediction with 721,799 reactions and 888 catalyst types from USPTO. Reactant: CCOC(/N=N/C(OCC)=O)=O.[Cl:13][C:14]1[C:23]2[C:18](=[CH:19][C:20]([OH:26])=[C:21]([O:24][CH3:25])[CH:22]=2)[N:17]=[N:16][CH:15]=1.[C:27]([O:31][C:32]([N:34]1[CH2:39][CH2:38][CH:37]([CH2:40]O)[CH2:36][CH2:35]1)=[O:33])([CH3:30])([CH3:29])[CH3:28].C1(P(C2C=CC=CC=2)C2C=CC=CC=2)C=CC=CC=1. Product: [C:27]([O:31][C:32]([N:34]1[CH2:39][CH2:38][CH:37]([CH2:40][O:26][C:20]2[CH:19]=[C:18]3[C:23]([C:14]([Cl:13])=[CH:15][N:16]=[N:17]3)=[CH:22][C:21]=2[O:24][CH3:25])[CH2:36][CH2:35]1)=[O:33])([CH3:30])([CH3:28])[CH3:29]. The catalyst class is: 2.